Predict the reactants needed to synthesize the given product. From a dataset of Full USPTO retrosynthesis dataset with 1.9M reactions from patents (1976-2016). (1) Given the product [N+:7]([C:5]1[N:6]=[C:2]2[N:3]([CH:4]=1)[CH2:10][CH2:11][CH:12]([CH2:13][O:14][C:49]1[CH:48]=[CH:47][C:46]([N:43]3[CH2:44][CH2:45][N:40]([CH2:39][CH2:38][C:35]4[CH:34]=[CH:33][C:32]([C:31]([F:30])([F:54])[F:53])=[CH:37][CH:36]=4)[CH2:41][CH2:42]3)=[CH:51][CH:50]=1)[O:25]2)([O-:9])=[O:8], predict the reactants needed to synthesize it. The reactants are: Cl[C:2]1[N:3]([CH2:10][CH2:11][CH:12]([OH:25])[CH2:13][O:14]S(C2C=CC(C)=CC=2)(=O)=O)[CH:4]=[C:5]([N+:7]([O-:9])=[O:8])[N:6]=1.[O-]CC.[Na+].[F:30][C:31]([F:54])([F:53])[C:32]1[CH:37]=[CH:36][C:35]([CH2:38][CH2:39][N:40]2[CH2:45][CH2:44][N:43]([C:46]3[CH:51]=[CH:50][C:49](O)=[CH:48][CH:47]=3)[CH2:42][CH2:41]2)=[CH:34][CH:33]=1.P([O-])([O-])([O-])=O.[K+].[K+].[K+]. (2) Given the product [O:13]1[C:17]2([CH2:22][CH2:21][N:20]([C:2]3[CH:12]=[CH:11][C:5]([C:6]([O:8][CH2:9][CH3:10])=[O:7])=[CH:4][CH:3]=3)[CH2:19][CH2:18]2)[O:16][CH2:15][CH2:14]1, predict the reactants needed to synthesize it. The reactants are: F[C:2]1[CH:12]=[CH:11][C:5]([C:6]([O:8][CH2:9][CH3:10])=[O:7])=[CH:4][CH:3]=1.[O:13]1[C:17]2([CH2:22][CH2:21][NH:20][CH2:19][CH2:18]2)[O:16][CH2:15][CH2:14]1.C(=O)([O-])[O-].[K+].[K+]. (3) The reactants are: Br[C:2]1[CH:7]=[CH:6][CH:5]=[CH:4][C:3]=1[S:8][CH3:9].[C:10]([N:17]1[CH2:22][CH2:21][C:20](=[O:23])[CH2:19][CH2:18]1)([O:12][C:13]([CH3:16])([CH3:15])[CH3:14])=[O:11]. Given the product [C:13]([O:12][C:10]([N:17]1[CH2:22][CH2:21][C:20]([OH:23])([C:2]2[CH:7]=[CH:6][CH:5]=[CH:4][C:3]=2[S:8][CH3:9])[CH2:19][CH2:18]1)=[O:11])([CH3:16])([CH3:14])[CH3:15], predict the reactants needed to synthesize it. (4) Given the product [CH2:18]([C:15]1[CH:16]=[CH:17][C:12]([O:11][C:8]2[CH:7]=[CH:6][C:5]([S:2](/[CH:1]=[C:35]3/[NH:34][CH2:38][CH2:37][CH2:36]/3)(=[O:3])=[O:4])=[CH:10][CH:9]=2)=[C:13]([O:20][CH3:21])[CH:14]=1)[CH3:19], predict the reactants needed to synthesize it. The reactants are: [CH3:1][S:2]([C:5]1[CH:10]=[CH:9][C:8]([O:11][C:12]2[CH:17]=[CH:16][C:15]([CH2:18][CH3:19])=[CH:14][C:13]=2[O:20][CH3:21])=[CH:7][CH:6]=1)(=[O:4])=[O:3].[Li]C(CC)C.C([N:34]1[CH2:38][CH2:37][CH2:36][C:35]1=O)(OC(C)(C)C)=O.